Dataset: Peptide-MHC class I binding affinity with 185,985 pairs from IEDB/IMGT. Task: Regression. Given a peptide amino acid sequence and an MHC pseudo amino acid sequence, predict their binding affinity value. This is MHC class I binding data. (1) The peptide sequence is CLRRFIIFL. The MHC is HLA-A68:01 with pseudo-sequence HLA-A68:01. The binding affinity (normalized) is 0. (2) The peptide sequence is HMMAVTLFY. The MHC is BoLA-JSP.1 with pseudo-sequence BoLA-JSP.1. The binding affinity (normalized) is 0.335. (3) The peptide sequence is LAKRFSRGL. The MHC is HLA-B08:01 with pseudo-sequence HLA-B08:01. The binding affinity (normalized) is 0.365. (4) The peptide sequence is FLKEMGGL. The MHC is HLA-A03:01 with pseudo-sequence HLA-A03:01. The binding affinity (normalized) is 0. (5) The peptide sequence is NLKLYGAEF. The MHC is HLA-A24:03 with pseudo-sequence HLA-A24:03. The binding affinity (normalized) is 0.135. (6) The peptide sequence is MALMKLAAL. The MHC is Patr-B2401 with pseudo-sequence Patr-B2401. The binding affinity (normalized) is 0.00406. (7) The peptide sequence is SENDRLRLL. The MHC is HLA-B40:01 with pseudo-sequence HLA-B40:01. The binding affinity (normalized) is 0.637. (8) The peptide sequence is IQKNPDGSW. The MHC is HLA-B15:09 with pseudo-sequence HLA-B15:09. The binding affinity (normalized) is 0.0847. (9) The peptide sequence is RAFGRDWRY. The MHC is HLA-A02:03 with pseudo-sequence HLA-A02:03. The binding affinity (normalized) is 0.0847. (10) The peptide sequence is LFLAFVVFL. The MHC is HLA-A29:02 with pseudo-sequence HLA-A29:02. The binding affinity (normalized) is 0.170.